From a dataset of Peptide-MHC class I binding affinity with 185,985 pairs from IEDB/IMGT. Regression. Given a peptide amino acid sequence and an MHC pseudo amino acid sequence, predict their binding affinity value. This is MHC class I binding data. (1) The peptide sequence is MIHKTYIDV. The MHC is HLA-A02:06 with pseudo-sequence HLA-A02:06. The binding affinity (normalized) is 0.553. (2) The peptide sequence is NESGRLIDF. The MHC is HLA-B15:01 with pseudo-sequence HLA-B15:01. The binding affinity (normalized) is 0.0847. (3) The peptide sequence is CYSKSLRDLV. The MHC is HLA-A01:01 with pseudo-sequence HLA-A01:01. The binding affinity (normalized) is 0.127. (4) The peptide sequence is LNWFEIWIV. The MHC is HLA-A68:02 with pseudo-sequence HLA-A68:02. The binding affinity (normalized) is 0.0847. (5) The peptide sequence is ILLECFVR. The MHC is H-2-Kb with pseudo-sequence H-2-Kb. The binding affinity (normalized) is 0.0780.